From a dataset of Catalyst prediction with 721,799 reactions and 888 catalyst types from USPTO. Predict which catalyst facilitates the given reaction. (1) Reactant: [N:1]1([C:7]2[N:15]=[C:14]([C:16]3[CH:17]=[C:18]([CH2:22][OH:23])[CH:19]=[CH:20][CH:21]=3)[N:13]=[C:12]3[C:8]=2[N:9]=[CH:10][N:11]3[CH:24]2[CH2:29][CH2:28][NH:27][CH2:26][CH2:25]2)[CH2:6][CH2:5][O:4][CH2:3][CH2:2]1.[BH3-]C#N.[Na+].[F:34][C:35]1[CH:36]=[C:37]2[C:41](=[CH:42][CH:43]=1)[NH:40][CH:39]=[C:38]2[CH:44]=O. Product: [F:34][C:35]1[CH:36]=[C:37]2[C:41](=[CH:42][CH:43]=1)[NH:40][CH:39]=[C:38]2[CH2:44][N:27]1[CH2:28][CH2:29][CH:24]([N:11]2[CH:10]=[N:9][C:8]3[C:12]2=[N:13][C:14]([C:16]2[CH:17]=[C:18]([CH2:22][OH:23])[CH:19]=[CH:20][CH:21]=2)=[N:15][C:7]=3[N:1]2[CH2:6][CH2:5][O:4][CH2:3][CH2:2]2)[CH2:25][CH2:26]1. The catalyst class is: 466. (2) Reactant: [C:1]([O:5][C:6]([NH:8][CH2:9][C@H:10]1[CH2:15][CH2:14][C@H:13](C2SC(N)=C(C3C=CC=CC=3OC)N=2)[CH2:12][CH2:11]1)=[O:7])([CH3:4])([CH3:3])[CH3:2].BrC[C:32]([C:34]1[CH:39]=[CH:38][CH:37]=[CH:36][C:35]=1OC)=[O:33].NC(N[C@H]1CC[C@H](C[NH:53][C:54](OC(C)(C)C)=[O:55])CC1)=S.C(N(CC)C(C)C)(C)C. Product: [CH2:32]([O:33][C:54](=[O:55])[NH:53][CH:13]1[CH2:12][CH2:11][CH:10]([CH2:9][NH:8][C:6]([O:5][C:1]([CH3:2])([CH3:3])[CH3:4])=[O:7])[CH2:15][CH2:14]1)[C:34]1[CH:35]=[CH:36][CH:37]=[CH:38][CH:39]=1. The catalyst class is: 21. (3) Reactant: CC(C1C=C(C(C)C)C(C2C=CC=CC=2P([CH:26]2[CH2:31][CH2:30][CH2:29][CH2:28]C2)[CH:30]2[CH2:31][CH2:26]C[CH2:28][CH2:29]2)=C(C(C)C)C=1)C.C(=O)([O-])[O-].[Cs+].[Cs+].Br[C:42]1[CH:47]=[CH:46][C:45]([NH2:48])=[CH:44][C:43]=1[C:49]([F:52])([F:51])[F:50].C1(C#C)CC1. Product: [CH:30]1([C:29]#[C:28][C:42]2[CH:47]=[CH:46][C:45]([NH2:48])=[CH:44][C:43]=2[C:49]([F:52])([F:51])[F:50])[CH2:31][CH2:26]1. The catalyst class is: 10. (4) Reactant: [Cl:1][C:2]1[N:10]=[C:9]2[C:5]([NH:6][CH2:7][N:8]2[C:11]([C:24]2[CH:29]=[CH:28][CH:27]=[CH:26][CH:25]=2)([C:18]2[CH:23]=[CH:22][CH:21]=[CH:20][CH:19]=2)[C:12]2[CH:17]=[CH:16][CH:15]=[CH:14][CH:13]=2)=[C:4]([Cl:30])[N:3]=1.C(=O)([O-])[O-].[Cs+].[Cs+].Br[CH:38]([C:40]1[CH:45]=[CH:44][C:43]([Cl:46])=[CH:42][CH:41]=1)[CH3:39].C(O)(=O)C. Product: [Cl:1][C:2]1[N:10]=[C:9]2[C:5]([N:6]([CH:38]([C:40]3[CH:45]=[CH:44][C:43]([Cl:46])=[CH:42][CH:41]=3)[CH3:39])[CH2:7][N:8]2[C:11]([C:18]2[CH:23]=[CH:22][CH:21]=[CH:20][CH:19]=2)([C:24]2[CH:25]=[CH:26][CH:27]=[CH:28][CH:29]=2)[C:12]2[CH:13]=[CH:14][CH:15]=[CH:16][CH:17]=2)=[C:4]([Cl:30])[N:3]=1. The catalyst class is: 3. (5) Reactant: [Br:1][C:2]1[CH:3]=[C:4]([NH2:9])[C:5]([CH3:8])=[N:6][CH:7]=1.[CH3:10][Si]([N-][Si](C)(C)C)(C)C.IC. Product: [Br:1][C:2]1[CH:3]=[C:4]([NH:9][CH3:10])[C:5]([CH3:8])=[N:6][CH:7]=1. The catalyst class is: 49. (6) Reactant: [CH3:1][O:2][C:3](=[O:16])[CH:4]([O:8][C:9]1[CH:14]=[CH:13][C:12]([Cl:15])=[CH:11][CH:10]=1)[CH2:5][CH2:6][OH:7].C(N(CC)CC)C.[CH3:24][C:25]1[CH:30]=[CH:29][C:28]([S:31](Cl)(=[O:33])=[O:32])=[CH:27][CH:26]=1. Product: [CH3:1][O:2][C:3](=[O:16])[CH:4]([O:8][C:9]1[CH:10]=[CH:11][C:12]([Cl:15])=[CH:13][CH:14]=1)[CH2:5][CH2:6][O:7][S:31]([C:28]1[CH:29]=[CH:30][C:25]([CH3:24])=[CH:26][CH:27]=1)(=[O:33])=[O:32]. The catalyst class is: 4. (7) Reactant: [F:1][C:2]1[CH:7]=[C:6]([I:8])[CH:5]=[CH:4][C:3]=1[NH:9][C:10]1[C:11]([C:18]([OH:20])=O)=[CH:12][N:13]([CH3:17])[C:14](=[O:16])[CH:15]=1.N1C=CC=CC=1.FC(F)(F)C(OC1C(F)=C(F)C(F)=C(F)C=1F)=O.O.[NH2:46][NH2:47]. Product: [F:1][C:2]1[CH:7]=[C:6]([I:8])[CH:5]=[CH:4][C:3]=1[NH:9][C:10]1[C:11]([C:18]([NH:46][NH2:47])=[O:20])=[CH:12][N:13]([CH3:17])[C:14](=[O:16])[CH:15]=1. The catalyst class is: 3.